From a dataset of Catalyst prediction with 721,799 reactions and 888 catalyst types from USPTO. Predict which catalyst facilitates the given reaction. (1) Reactant: [CH3:1][N:2]1[C:6]([N:7]([C:15]([O:17]CC(Cl)(Cl)Cl)=O)C(OC(Cl)(Cl)Cl)=O)=[CH:5][CH:4]=[N:3]1.[F:23][C:24]1[CH:25]=[C:26]([C:30]2[N:31]=[C:32]([N:35]3[CH2:40][CH2:39][NH:38][CH2:37][CH2:36]3)[S:33][CH:34]=2)[CH:27]=[CH:28][CH:29]=1.C(N(C(C)C)CC)(C)C.O. Product: [F:23][C:24]1[CH:25]=[C:26]([C:30]2[N:31]=[C:32]([N:35]3[CH2:36][CH2:37][N:38]([C:15]([NH:7][C:6]4[N:2]([CH3:1])[N:3]=[CH:4][CH:5]=4)=[O:17])[CH2:39][CH2:40]3)[S:33][CH:34]=2)[CH:27]=[CH:28][CH:29]=1. The catalyst class is: 16. (2) Reactant: [Si:1]([O:18][C:19]1[CH:27]=[C:26]2[C:22]([C:23]([CH2:28][CH3:29])=[N:24][NH:25]2)=[CH:21][CH:20]=1)([C:14]([CH3:17])([CH3:16])[CH3:15])([C:8]1[CH:13]=[CH:12][CH:11]=[CH:10][CH:9]=1)[C:2]1[CH:7]=[CH:6][CH:5]=[CH:4][CH:3]=1.C(N(CC)CC)C.[CH3:37][C:38]([O:41][C:42](O[C:42]([O:41][C:38]([CH3:40])([CH3:39])[CH3:37])=[O:43])=[O:43])([CH3:40])[CH3:39]. Product: [Si:1]([O:18][C:19]1[CH:27]=[C:26]2[C:22]([C:23]([CH2:28][CH3:29])=[N:24][N:25]2[C:42]([O:41][C:38]([CH3:40])([CH3:39])[CH3:37])=[O:43])=[CH:21][CH:20]=1)([C:14]([CH3:17])([CH3:16])[CH3:15])([C:2]1[CH:7]=[CH:6][CH:5]=[CH:4][CH:3]=1)[C:8]1[CH:9]=[CH:10][CH:11]=[CH:12][CH:13]=1. The catalyst class is: 230. (3) Reactant: [C:1]1([CH3:8])[CH:6]=[CH:5][CH:4]=[C:3]([NH2:7])[CH:2]=1.[CH2:9]([O:11][C:12](=[O:20])[C:13]#[C:14][C:15](OCC)=[O:16])[CH3:10]. Product: [CH2:9]([O:11][C:12]([C:13]1[CH:14]=[C:15]([OH:16])[C:4]2[C:3](=[CH:2][C:1]([CH3:8])=[CH:6][CH:5]=2)[N:7]=1)=[O:20])[CH3:10]. The catalyst class is: 5. (4) Reactant: [CH2:1]([C@@H:5]([CH2:10][C:11]([O:13][C:14]([CH3:17])([CH3:16])[CH3:15])=[O:12])[C:6]([O:8]C)=[O:7])[CH:2]([CH3:4])[CH3:3].C(=O)([O-])[O-].[K+].[K+].O. Product: [C:14]([O:13][C:11](=[O:12])[CH2:10][C@H:5]([CH2:1][CH:2]([CH3:3])[CH3:4])[C:6]([OH:8])=[O:7])([CH3:17])([CH3:16])[CH3:15]. The catalyst class is: 5. (5) Reactant: Cl[C:2]1[N:3]=[C:4]([N:11]2[CH2:16][CH2:15][O:14][CH2:13][CH2:12]2)[C:5]2[CH:10]=[CH:9][O:8][C:6]=2[N:7]=1.CC1(C)C(C)(C)OB([C:25]2[CH:26]=[N:27][C:28]([NH2:31])=[N:29][CH:30]=2)O1.CC([O-])=O.[K+].C(#N)C. Product: [O:14]1[CH2:15][CH2:16][N:11]([C:4]2[C:5]3[CH:10]=[CH:9][O:8][C:6]=3[N:7]=[C:2]([C:25]3[CH:26]=[N:27][C:28]([NH2:31])=[N:29][CH:30]=3)[N:3]=2)[CH2:12][CH2:13]1. The catalyst class is: 235. (6) Reactant: O=[C:2]1[CH2:7][CH2:6][N:5]([C:8]2[CH:13]=[CH:12][C:11]([NH:14][S:15]([C:18]3[S:19][C:20]([C:23]4[CH:28]=[CH:27][CH:26]=[CH:25][N:24]=4)=[CH:21][CH:22]=3)(=[O:17])=[O:16])=[CH:10][CH:9]=2)[CH2:4][CH2:3]1.[OH:29][C@@H:30]([CH2:43][NH2:44])[CH2:31][O:32][C:33]1[C:41]2[NH:40][C:39](=[O:42])[NH:38][C:37]=2[CH:36]=[CH:35][CH:34]=1.C(O[BH-](OC(=O)C)OC(=O)C)(=O)C.[Na+].C(O)(=O)C. Product: [OH:29][C@H:30]([CH2:31][O:32][C:33]1[C:41]2[NH:40][C:39](=[O:42])[NH:38][C:37]=2[CH:36]=[CH:35][CH:34]=1)[CH2:43][NH:44][CH:2]1[CH2:7][CH2:6][N:5]([C:8]2[CH:9]=[CH:10][C:11]([NH:14][S:15]([C:18]3[S:19][C:20]([C:23]4[CH:28]=[CH:27][CH:26]=[CH:25][N:24]=4)=[CH:21][CH:22]=3)(=[O:17])=[O:16])=[CH:12][CH:13]=2)[CH2:4][CH2:3]1. The catalyst class is: 9. (7) Reactant: [OH:1][C@:2]([CH3:38])([CH2:36][I:37])[C:3](=[O:35])[C@@H:4]([NH:12][C:13](=[O:34])[C@@H:14]([NH:18][C:19](=[O:33])[C@@H:20]([NH:24][C:25]([C:27]1[S:31][C:30]([CH3:32])=[N:29][CH:28]=1)=[O:26])[CH2:21][O:22][CH3:23])[CH2:15][O:16][CH3:17])[CH2:5][C:6]1[CH:11]=[CH:10][CH:9]=[CH:8][CH:7]=1.[Cl:39][CH2:40][C:41](O[C:41](=[O:42])[CH2:40][Cl:39])=[O:42]. Product: [Cl:39][CH2:40][C:41]([O:1][C@@:2]([CH3:38])([C:3](=[O:35])[C@@H:4]([NH:12][C:13](=[O:34])[C@@H:14]([NH:18][C:19](=[O:33])[C@@H:20]([NH:24][C:25]([C:27]1[S:31][C:30]([CH3:32])=[N:29][CH:28]=1)=[O:26])[CH2:21][O:22][CH3:23])[CH2:15][O:16][CH3:17])[CH2:5][C:6]1[CH:7]=[CH:8][CH:9]=[CH:10][CH:11]=1)[CH2:36][I:37])=[O:42]. The catalyst class is: 79. (8) Reactant: [Cl:1][C:2]([Cl:9])([Cl:8])[CH2:3][O:4][C:5](Cl)=[O:6].[NH3:10].O. Product: [C:5](=[O:6])([O:4][CH2:3][C:2]([Cl:9])([Cl:8])[Cl:1])[NH2:10]. The catalyst class is: 11. (9) Reactant: [Cl:1][C:2]1[CH:7]=[C:6]([F:8])[CH:5]=[CH:4][C:3]=1[NH:9][S:10]([CH:13]1[CH2:26][CH2:25][C:16]2([O:20][C@H:19]([CH2:21][OH:22])[C@@H:18]([CH2:23][OH:24])[O:17]2)[CH:15]=[C:14]1[C:27]([O:29][CH2:30][CH3:31])=[O:28])(=[O:12])=[O:11].CI.[C:34](=O)([O-])[O-].[K+].[K+]. Product: [CH2:30]([O:29][C:27]([C:14]1[CH:13]([S:10](=[O:12])(=[O:11])[N:9]([C:3]2[CH:4]=[CH:5][C:6]([F:8])=[CH:7][C:2]=2[Cl:1])[CH3:34])[CH2:26][CH2:25][C:16]2([O:17][C@H:18]([CH2:23][OH:24])[C@@H:19]([CH2:21][OH:22])[O:20]2)[CH:15]=1)=[O:28])[CH3:31]. The catalyst class is: 21.